Dataset: Forward reaction prediction with 1.9M reactions from USPTO patents (1976-2016). Task: Predict the product of the given reaction. (1) Given the reactants [OH:1][C@@H:2]1[C@H:7]([OH:8])[C@@H:6]([O:9][CH3:10])[C:5]([CH3:12])([CH3:11])[O:4][C@H:3]1[O:13][C:14]1[CH:23]=[C:22]2[C:17]([CH:18]=[C:19]([NH:25][C:26](=[O:28])[CH3:27])[C:20](=[O:24])[O:21]2)=[CH:16][CH:15]=1.[CH3:29][OH:30], predict the reaction product. The product is: [CH3:10][O:9][C@H:6]1[C:5]([CH3:11])([CH3:12])[O:4][C@@H:3]([O:13][C:14]2[CH:23]=[C:22]3[C:17]([CH:18]=[C:19]([NH:25][C:26](=[O:28])[CH3:27])[C:20](=[O:24])[O:21]3)=[CH:16][CH:15]=2)[C@@H:2]2[O:1][C:29](=[O:30])[O:8][C@H:7]12. (2) Given the reactants [H-].[Na+].[CH3:3][C:4]1[CH:5]=[C:6]([OH:19])[CH:7]=[CH:8][C:9]=1[CH2:10][CH2:11][CH2:12][CH2:13][N:14]1[CH:18]=[CH:17][N:16]=[N:15]1.Cl[CH2:21][C:22]1[C:23]([CH3:38])=[N:24][C:25]([C:28]2[CH:33]=[CH:32][CH:31]=[C:30]([C:34]([F:37])([F:36])[F:35])[CH:29]=2)=[CH:26][CH:27]=1.O, predict the reaction product. The product is: [CH3:38][C:23]1[C:22]([CH2:21][O:19][C:6]2[CH:7]=[CH:8][C:9]([CH2:10][CH2:11][CH2:12][CH2:13][N:14]3[CH:18]=[CH:17][N:16]=[N:15]3)=[C:4]([CH3:3])[CH:5]=2)=[CH:27][CH:26]=[C:25]([C:28]2[CH:33]=[CH:32][CH:31]=[C:30]([C:34]([F:36])([F:37])[F:35])[CH:29]=2)[N:24]=1. (3) The product is: [NH2:9][C:8]1([C:5]2[N:6]=[CH:7][C:2]([NH2:1])=[CH:3][CH:4]=2)[CH2:11][CH2:10]1. Given the reactants [NH2:1][C:2]1[CH:3]=[CH:4][C:5]([C:8]#[N:9])=[N:6][CH:7]=1.[CH3:10][CH2:11][Mg+].[Br-], predict the reaction product. (4) Given the reactants Br[C:2]1[C:7]2[CH:8]=[C:9]([C:12]([F:15])([F:14])[F:13])[CH:10]=[CH:11][C:6]=2[O:5][C:4]([CH2:18][F:19])([CH2:16][F:17])[CH:3]=1.C([Li])CCC.[CH2:25]([N:27]=[C:28]=[S:29])[CH3:26], predict the reaction product. The product is: [CH2:25]([NH:27][C:28]([C:2]1[C:7]2[CH:8]=[C:9]([C:12]([F:15])([F:14])[F:13])[CH:10]=[CH:11][C:6]=2[O:5][C:4]([CH2:18][F:19])([CH2:16][F:17])[CH:3]=1)=[S:29])[CH3:26]. (5) Given the reactants B1(C)OC(C2C=CC=CC=2)(C2C=CC=CC=2)[C@@H]2N1CCC2.CSC.B.[F:26][C:27]1[CH:28]=[C:29]([C:34](=[O:40])[CH2:35][CH2:36][N+:37]([O-:39])=[O:38])[CH:30]=[CH:31][C:32]=1[F:33].CO, predict the reaction product. The product is: [F:26][C:27]1[CH:28]=[C:29]([C@H:34]([OH:40])[CH2:35][CH2:36][N+:37]([O-:39])=[O:38])[CH:30]=[CH:31][C:32]=1[F:33]. (6) Given the reactants [Cl:1][C:2]1[N:6]=[CH:5][N:4]([CH:7]2[C:12](=O)[CH2:11][CH2:10][N:9]([C:14]([O:16][C:17]([CH3:20])([CH3:19])[CH3:18])=[O:15])[CH2:8]2)[N:3]=1.FC(F)(F)C([O-])=O.[NH4+:28].C(O[BH-](OC(=O)C)OC(=O)C)(=O)C.[Na+].C(=O)(O)[O-].[Na+], predict the reaction product. The product is: [NH2:28][C@H:12]1[CH2:11][CH2:10][N:9]([C:14]([O:16][C:17]([CH3:20])([CH3:19])[CH3:18])=[O:15])[CH2:8][C@H:7]1[N:4]1[CH:5]=[N:6][C:2]([Cl:1])=[N:3]1. (7) Given the reactants [OH:1][C:2]1[CH:7]=[CH:6][C:5]([C:8](=[O:13])[CH2:9][CH2:10][CH2:11]Cl)=[CH:4][CH:3]=1.[OH-].[Na+], predict the reaction product. The product is: [CH:9]1([C:8]([C:5]2[CH:6]=[CH:7][C:2]([OH:1])=[CH:3][CH:4]=2)=[O:13])[CH2:11][CH2:10]1. (8) Given the reactants C([N:8]1[CH2:13][CH2:12][N:11]([C:14]2[CH:15]=[C:16]([O:25][CH3:26])[CH:17]=[C:18]3[C:23]=2[N:22]=[CH:21][CH:20]=[C:19]3[CH3:24])[CH2:10][CH2:9]1)C1C=CC=CC=1.ClC(OC=C)=O, predict the reaction product. The product is: [CH3:26][O:25][C:16]1[CH:17]=[C:18]2[C:23](=[C:14]([N:11]3[CH2:10][CH2:9][NH:8][CH2:13][CH2:12]3)[CH:15]=1)[N:22]=[CH:21][CH:20]=[C:19]2[CH3:24]. (9) Given the reactants [CH3:1][O:2][C:3](=[O:30])[C:4]1[CH:16]=[C:15]([Sn](CCCC)(CCCC)CCCC)[CH:14]=[C:6]([C:7]([N:9]([CH3:13])[CH2:10][CH2:11][CH3:12])=[O:8])[CH:5]=1.[CH3:31][C:32](=[CH2:36])[C:33](Cl)=[O:34].C1(P(C2CCCCC2)C2CCCCC2)CCCCC1, predict the reaction product. The product is: [CH3:1][O:2][C:3](=[O:30])[C:4]1[CH:16]=[C:15]([C:33](=[O:34])[C:32]([CH3:36])=[CH2:31])[CH:14]=[C:6]([C:7]([N:9]([CH3:13])[CH2:10][CH2:11][CH3:12])=[O:8])[CH:5]=1.[CH3:13][N:9]([CH2:10][CH2:11][CH3:12])[C:7](=[O:8])[C:6]1[CH:5]=[C:4]([CH:16]=[C:15]([C:33](=[O:34])[C:32]([CH3:36])=[CH2:31])[CH:14]=1)[C:3]([OH:2])=[O:30]. (10) The product is: [ClH:23].[ClH:23].[CH3:1][C:2]1[S:6][C:5]2[NH:7][C:8]3[CH:9]=[CH:10][CH:11]=[CH:12][C:13]=3[N:14]=[C:15]([N:16]3[CH2:21][CH2:20][N:19]([CH3:22])[CH2:18][CH2:17]3)[C:4]=2[CH:3]=1. Given the reactants [CH3:1][C:2]1[S:6][C:5]2[NH:7][C:8]3[CH:9]=[CH:10][CH:11]=[CH:12][C:13]=3[N:14]=[C:15]([N:16]3[CH2:21][CH2:20][N:19]([CH3:22])[CH2:18][CH2:17]3)[C:4]=2[CH:3]=1.[ClH:23], predict the reaction product.